Dataset: Reaction yield outcomes from USPTO patents with 853,638 reactions. Task: Predict the reaction yield, written as a fraction of the theoretical maximum amount of product (1.0 means a 100% yield; for example, 0.34 means a 34% yield). (1) The reactants are Cl[C:2]([O:4][CH2:5][CH3:6])=O.C[O:8]C1C=C(C=CC=1)C=CC(O)=O.C(N(CC)CC)C.[N-]=[N+]=[N-].[Na+].C1(CC2C=CC=CC=2)C=CC=CC=1.C([N:48]([CH2:53][CH2:54][CH2:55]C)[CH2:49][CH2:50][CH2:51][CH3:52])CCC. The catalyst is CC(C)=O.O. The product is [CH3:2][O:4][C:5]1[CH:6]=[C:55]2[C:50](=[CH:51][CH:52]=1)[C:49](=[O:8])[NH:48][CH:53]=[CH:54]2. The yield is 0.330. (2) The reactants are C(OC([N:8]1[CH2:13][C@@H:12]2[CH2:14][C@H:9]1[CH2:10][N:11]2[C:15]1[C:24]2[C:19](=[CH:20][CH:21]=[CH:22][CH:23]=2)[C:18]([C:25]#[N:26])=[CH:17][CH:16]=1)=O)(C)(C)C.FC(F)(F)C(O)=O.[ClH:34]. The catalyst is ClCCl. The product is [ClH:34].[C@H:12]12[CH2:14][C@H:9]([NH:8][CH2:13]1)[CH2:10][N:11]2[C:15]1[C:24]2[C:19](=[CH:20][CH:21]=[CH:22][CH:23]=2)[C:18]([C:25]#[N:26])=[CH:17][CH:16]=1. The yield is 0.990. (3) The reactants are [C:1]([O:5][C:6]([NH:8][CH2:9][C:10]1[CH:11]=[CH:12][C:13]([NH:16][C:17]2[S:18][C:19]([S:22][C:23]3[CH:28]=[CH:27][N:26]=[C:25]([C:29]([O:31]C)=[O:30])[C:24]=3[F:33])=[CH:20][N:21]=2)=[N:14][CH:15]=1)=[O:7])([CH3:4])([CH3:3])[CH3:2].[OH-].[Na+].Cl.O. The catalyst is O1CCCC1. The product is [C:1]([O:5][C:6]([NH:8][CH2:9][C:10]1[CH:11]=[CH:12][C:13]([NH:16][C:17]2[S:18][C:19]([S:22][C:23]3[CH:28]=[CH:27][N:26]=[C:25]([C:29]([OH:31])=[O:30])[C:24]=3[F:33])=[CH:20][N:21]=2)=[N:14][CH:15]=1)=[O:7])([CH3:4])([CH3:2])[CH3:3]. The yield is 0.870. (4) The reactants are [CH3:1][C:2]1[CH:3]=[C:4]([CH:8]=[C:9]([CH3:28])[C:10]=1[NH:11][C:12](=[O:27])[C:13]1[CH:18]=[C:17]([N:19]2[CH2:24][CH2:23][C:22](=[O:25])[CH2:21][CH2:20]2)[CH:16]=[CH:15][C:14]=1[CH3:26])[C:5]([OH:7])=[O:6].[BH4-].[Na+]. The catalyst is CO. The product is [OH:25][CH:22]1[CH2:21][CH2:20][N:19]([C:17]2[CH:16]=[CH:15][C:14]([CH3:26])=[C:13]([CH:18]=2)[C:12]([NH:11][C:10]2[C:9]([CH3:28])=[CH:8][C:4]([C:5]([OH:7])=[O:6])=[CH:3][C:2]=2[CH3:1])=[O:27])[CH2:24][CH2:23]1. The yield is 0.157. (5) The catalyst is C(Cl)(Cl)(Cl)Cl. The product is [C:1]([O:5][C:6](=[O:15])[NH:7][C:8]1[CH:13]=[N:12][C:11]([CH2:14][Br:35])=[CH:10][N:9]=1)([CH3:4])([CH3:3])[CH3:2]. The reactants are [C:1]([O:5][C:6](=[O:15])[NH:7][C:8]1[CH:13]=[N:12][C:11]([CH3:14])=[CH:10][N:9]=1)([CH3:4])([CH3:3])[CH3:2].CC(N=NC(C#N)(C)C)(C#N)C.C1C(=O)N([Br:35])C(=O)C1. The yield is 0.260.